From a dataset of Reaction yield outcomes from USPTO patents with 853,638 reactions. Predict the reaction yield, written as a fraction of the theoretical maximum amount of product (1.0 means a 100% yield; for example, 0.34 means a 34% yield). (1) The catalyst is C1COCC1. The reactants are C[Si]([N-][Si](C)(C)C)(C)C.[Na+].C(OC([N:18]1[C:22]([NH2:23])=[CH:21][C:20]([CH2:24][CH2:25][C:26]2[CH:31]=[C:30]([O:32][CH3:33])[CH:29]=[C:28]([O:34][CH3:35])[CH:27]=2)=[N:19]1)=O)(C)(C)C.[NH2:36][CH:37]([CH3:49])[CH2:38][C:39]1[CH:48]=[CH:47][C:42]([C:43](OC)=[O:44])=[CH:41][CH:40]=1. The yield is 0.0400. The product is [NH2:36][CH:37]([CH3:49])[CH2:38][C:39]1[CH:48]=[CH:47][C:42]([C:43]([NH:23][C:22]2[CH:21]=[C:20]([CH2:24][CH2:25][C:26]3[CH:27]=[C:28]([O:34][CH3:35])[CH:29]=[C:30]([O:32][CH3:33])[CH:31]=3)[NH:19][N:18]=2)=[O:44])=[CH:41][CH:40]=1. (2) The reactants are [H-].[Na+].[I-].[CH3:4][S+](C)(C)=O.[CH3:9][O:10][C:11]1[C:16]([CH3:17])=[CH:15][C:14]([N+:18]([O-:20])=[O:19])=[CH:13][N:12]=1. The catalyst is CS(C)=O. The product is [CH3:9][O:10][C:11]1[C:16]([CH3:17])=[CH:15][C:14]([N+:18]([O-:20])=[O:19])=[C:13]([CH3:4])[N:12]=1. The yield is 0.410. (3) The reactants are [H-].[Na+].[F:3][C:4]([CH3:10])([CH3:9])[C:5](OC)=[O:6].[C:11](#[N:13])[CH3:12].Cl. The catalyst is C1COCC1.O. The product is [F:3][C:4]([CH3:10])([CH3:9])[C:5](=[O:6])[CH2:12][C:11]#[N:13]. The yield is 0.720. (4) The catalyst is C1COCC1. The yield is 0.560. The reactants are I[C:2]1[C:3]2([CH2:8][CH2:9][CH2:10][CH:11]=1)[O:7][CH2:6][CH2:5][O:4]2.C([Li])CCC.[CH3:17][C:18]1([CH3:29])[C:22]([CH3:24])([CH3:23])[O:21][B:20](OC(C)C)[O:19]1.O. The product is [CH3:17][C:18]1([CH3:29])[C:22]([CH3:24])([CH3:23])[O:21][B:20]([C:2]2[C:3]3([CH2:8][CH2:9][CH2:10][CH:11]=2)[O:7][CH2:6][CH2:5][O:4]3)[O:19]1. (5) The reactants are [CH3:1][CH:2]([CH3:8])[C:3](=O)[CH2:4][C:5]#[N:6].[NH2:9][NH2:10]. The catalyst is C(O)C. The product is [CH:2]([C:3]1[NH:10][N:9]=[C:5]([NH2:6])[CH:4]=1)([CH3:8])[CH3:1]. The yield is 0.990. (6) The reactants are [C:1]1([C:7]2[CH:11]=[C:10]([C:12]3[CH:21]=[CH:20][C:15]([C:16]([O:18]C)=[O:17])=[CH:14][CH:13]=3)[O:9][N:8]=2)[CH:6]=[CH:5][CH:4]=[CH:3][CH:2]=1.[OH-].[Na+].O1CCCC1.Cl. The catalyst is O.CO. The product is [C:1]1([C:7]2[CH:11]=[C:10]([C:12]3[CH:13]=[CH:14][C:15]([C:16]([OH:18])=[O:17])=[CH:20][CH:21]=3)[O:9][N:8]=2)[CH:2]=[CH:3][CH:4]=[CH:5][CH:6]=1. The yield is 0.970. (7) The reactants are [F:1][C:2]([F:28])([F:27])[C:3]1[CH:8]=[CH:7][C:6]([C:9]2[C:10]([C:15]([NH:17][C:18]3[CH:19]=[C:20]([C:24]([OH:26])=O)[N:21]([CH3:23])[CH:22]=3)=[O:16])=[CH:11][CH:12]=[CH:13][CH:14]=2)=[CH:5][CH:4]=1.[CH:29]1[C:38]2[C:33](=[CH:34][CH:35]=[CH:36][CH:37]=2)[CH:32]=[CH:31][C:30]=1[C@H:39]([NH2:41])[CH3:40].CN(C(ON1N=NC2C=CC=CC1=2)=[N+](C)C)C.[B-](F)(F)(F)F.C(N(CC)CC)C. The catalyst is O1CCCC1.ClCCl.C(O)C. The product is [CH:29]1[C:38]2[C:33](=[CH:34][CH:35]=[CH:36][CH:37]=2)[CH:32]=[CH:31][C:30]=1[C@H:39]([NH:41][C:24]([C:20]1[N:21]([CH3:23])[CH:22]=[C:18]([NH:17][C:15]([C:10]2[C:9]([C:6]3[CH:7]=[CH:8][C:3]([C:2]([F:28])([F:1])[F:27])=[CH:4][CH:5]=3)=[CH:14][CH:13]=[CH:12][CH:11]=2)=[O:16])[CH:19]=1)=[O:26])[CH3:40]. The yield is 0.980.